Regression. Given a peptide amino acid sequence and an MHC pseudo amino acid sequence, predict their binding affinity value. This is MHC class II binding data. From a dataset of Peptide-MHC class II binding affinity with 134,281 pairs from IEDB. (1) The peptide sequence is KEVEEAWASACGGTG. The MHC is DRB1_1001 with pseudo-sequence DRB1_1001. The binding affinity (normalized) is 0.0662. (2) The peptide sequence is ITKLGAKPDGKTDCT. The MHC is DRB1_1302 with pseudo-sequence DRB1_1302. The binding affinity (normalized) is 0. (3) The peptide sequence is EGKQSLTKLAAAWGG. The MHC is DRB1_0901 with pseudo-sequence DRB1_0901. The binding affinity (normalized) is 0.620. (4) The peptide sequence is LLTWIKMLAAKNLPI. The MHC is DRB3_0202 with pseudo-sequence DRB3_0202. The binding affinity (normalized) is 0.578. (5) The peptide sequence is DCCMEILGAVLEAVD. The MHC is DRB1_1501 with pseudo-sequence DRB1_1501. The binding affinity (normalized) is 0.236. (6) The peptide sequence is ATAGTTVYGAF. The MHC is HLA-DQA10102-DQB10604 with pseudo-sequence HLA-DQA10102-DQB10604. The binding affinity (normalized) is 0.